The task is: Predict the product of the given reaction.. This data is from Forward reaction prediction with 1.9M reactions from USPTO patents (1976-2016). (1) Given the reactants [NH:1]1[CH:5]([C:6]([OH:8])=[O:7])[CH2:4][CH:3]=[N:2]1.[CH:9]1([CH2:14][C@H:15]([CH2:19][N:20]([CH:29]=[O:30])[O:21][CH2:22][C:23]2[CH:28]=[CH:27][CH:26]=[CH:25][CH:24]=2)[C:16](F)=[O:17])[CH2:13][CH2:12][CH2:11][CH2:10]1.CCN(C(C)C)C(C)C.CC(O)=O, predict the reaction product. The product is: [CH:9]1([CH2:14][C@H:15]([CH2:19][N:20]([CH:29]=[O:30])[O:21][CH2:22][C:23]2[CH:28]=[CH:27][CH:26]=[CH:25][CH:24]=2)[C:16]([N:1]2[C@H:5]([C:6]([OH:8])=[O:7])[CH2:4][CH:3]=[N:2]2)=[O:17])[CH2:13][CH2:12][CH2:11][CH2:10]1. (2) Given the reactants [CH3:1][O:2][C:3]1[C:8]2[C:9]([C:12](Cl)=[O:13])=[CH:10][O:11][C:7]=2[CH:6]=[CH:5][CH:4]=1.C(N(C(C)C)CC)(C)C.[NH:24]1[CH2:29][CH2:28][CH:27]([NH:30][C:31](=[O:37])[O:32][C:33]([CH3:36])([CH3:35])[CH3:34])[CH2:26][CH2:25]1, predict the reaction product. The product is: [CH3:1][O:2][C:3]1[C:8]2[C:9]([C:12]([N:24]3[CH2:25][CH2:26][CH:27]([NH:30][C:31](=[O:37])[O:32][C:33]([CH3:35])([CH3:34])[CH3:36])[CH2:28][CH2:29]3)=[O:13])=[CH:10][O:11][C:7]=2[CH:6]=[CH:5][CH:4]=1. (3) Given the reactants [CH2:1]([O:3][CH2:4][C:5](Cl)=O)[CH3:2].[CH2:8]([O:15][C:16]1[CH:17]=[C:18]2[C:23](=[CH:24][CH:25]=1)[N:22]1[N:26]=[N:27][N:28]=[C:21]1[C:20]([NH2:29])=[C:19]2[NH:30][CH2:31][CH:32]([CH3:34])[CH3:33])[C:9]1[CH:14]=[CH:13][CH:12]=[CH:11][CH:10]=1, predict the reaction product. The product is: [CH2:8]([O:15][C:16]1[CH:17]=[C:18]2[C:23](=[CH:24][CH:25]=1)[N:22]1[N:26]=[N:27][N:28]=[C:21]1[C:20]1[N:29]=[C:5]([CH2:4][O:3][CH2:1][CH3:2])[N:30]([CH2:31][CH:32]([CH3:34])[CH3:33])[C:19]2=1)[C:9]1[CH:10]=[CH:11][CH:12]=[CH:13][CH:14]=1. (4) Given the reactants [Br:1][C:2]1[CH:7]=[CH:6][C:5]([NH:8][C:9]2[C:10]([C:20]([OH:22])=O)=[CH:11][C:12]3[N:16]([CH3:17])[CH:15]=[N:14][C:13]=3[C:18]=2[Cl:19])=[C:4]([Cl:23])[CH:3]=1.[CH:24]([O:26][CH2:27][CH2:28][O:29][NH2:30])=[CH2:25].C1C=CC2N(O)N=NC=2C=1.C(N(CC)CC)C.CCN=C=NCCCN(C)C, predict the reaction product. The product is: [CH:24]([O:26][CH2:27][CH2:28][O:29][NH:30][C:20]([C:10]1[C:9]([NH:8][C:5]2[CH:6]=[CH:7][C:2]([Br:1])=[CH:3][C:4]=2[Cl:23])=[C:18]([Cl:19])[C:13]2[N:14]=[CH:15][N:16]([CH3:17])[C:12]=2[CH:11]=1)=[O:22])=[CH2:25]. (5) Given the reactants N[C:2]1[C:10]2[S:9][C:8]([NH:11][C:12]([CH:14]3[CH2:16][CH2:15]3)=[O:13])=[N:7][C:6]=2[CH:5]=[CH:4][C:3]=1[O:17][C:18]1[CH:19]=[C:20]([NH:24][C:25](=[O:37])[C:26]2[CH:31]=[CH:30][CH:29]=[C:28]([C:32]([C:35]#[N:36])([CH3:34])[CH3:33])[CH:27]=2)[CH:21]=[CH:22][CH:23]=1.[CH2:38]=O.[C:40]([BH3-])#[N:41].[Na+], predict the reaction product. The product is: [C:35]([C:32]([C:28]1[CH:27]=[C:26]([CH:31]=[CH:30][CH:29]=1)[C:25]([NH:24][C:20]1[CH:21]=[CH:22][CH:23]=[C:18]([O:17][C:3]2[CH:4]=[CH:5][C:6]3[N:7]=[C:8]([NH:11][C:12]([CH:14]4[CH2:16][CH2:15]4)=[O:13])[S:9][C:10]=3[C:2]=2[N:41]([CH3:40])[CH3:38])[CH:19]=1)=[O:37])([CH3:34])[CH3:33])#[N:36]. (6) Given the reactants ONC([C@@H](N[C:12]([C:14]1[CH:19]=[CH:18][C:17]([C:20]2[CH:25]=[CH:24][C:23]([CH2:26][CH3:27])=CC=2)=[CH:16][CH:15]=1)=[O:13])CNC(=O)C)=O.Cl.N[OH:30].C[O-].[Na+].Cl.[CH3:35][CH2:36]OC(C)=O, predict the reaction product. The product is: [C:24]1([C:25]#[C:20][C:17]2[CH:16]=[CH:15][C:14]([C:12]([OH:13])=[O:30])=[CH:19][CH:18]=2)[CH:23]=[CH:26][CH:27]=[CH:36][CH:35]=1. (7) The product is: [OH:8][C@@H:9]([C:13]([O:26][CH3:27])([C:14]1[CH:15]=[CH:16][CH:17]=[CH:18][CH:19]=1)[C:20]1[CH:21]=[CH:22][CH:23]=[CH:24][CH:25]=1)[C:10]([OH:12])=[O:11]. Given the reactants CC1C=C(C)N=C([O:8][C@@H:9]([C:13]([O:26][CH3:27])([C:20]2[CH:21]=[CH:22][CH:23]=[CH:24][CH:25]=2)[C:14]2[CH:15]=[CH:16][CH:17]=[CH:18][CH:19]=2)[C:10]([OH:12])=[O:11])N=1.OC(C(OC)(C1C=CC=CC=1)C1C=CC=CC=1)C(O)=O.[N+](C1C=CC([C@@H](N)C)=CC=1)([O-])=O, predict the reaction product.